Dataset: Peptide-MHC class I binding affinity with 185,985 pairs from IEDB/IMGT. Task: Regression. Given a peptide amino acid sequence and an MHC pseudo amino acid sequence, predict their binding affinity value. This is MHC class I binding data. (1) The binding affinity (normalized) is 0.473. The MHC is HLA-A02:03 with pseudo-sequence HLA-A02:03. The peptide sequence is KVDDTFYYV. (2) The peptide sequence is AVYGNIKHK. The MHC is H-2-Kb with pseudo-sequence H-2-Kb. The binding affinity (normalized) is 0. (3) The peptide sequence is SCSFKVGHH. The MHC is HLA-A03:01 with pseudo-sequence HLA-A03:01. The binding affinity (normalized) is 0. (4) The peptide sequence is VTSSGVIYK. The MHC is HLA-A02:03 with pseudo-sequence HLA-A02:03. The binding affinity (normalized) is 0. (5) The peptide sequence is VMLRWGLL. The MHC is H-2-Db with pseudo-sequence H-2-Db. The binding affinity (normalized) is 0.113. (6) The peptide sequence is FVNYNFTLV. The MHC is HLA-A68:02 with pseudo-sequence HLA-A68:02. The binding affinity (normalized) is 0.907. (7) The MHC is Patr-B0101 with pseudo-sequence Patr-B0101. The peptide sequence is VAASCGGVVL. The binding affinity (normalized) is 0.250. (8) The peptide sequence is PLILAYFPVFRFL. The MHC is HLA-A29:02 with pseudo-sequence HLA-A29:02. The binding affinity (normalized) is 0. (9) The peptide sequence is CLTSTVQLV. The MHC is HLA-A68:02 with pseudo-sequence HLA-A68:02. The binding affinity (normalized) is 0.169. (10) The peptide sequence is KLVGINMSK. The MHC is HLA-A11:01 with pseudo-sequence HLA-A11:01. The binding affinity (normalized) is 0.365.